From a dataset of Cav3 T-type calcium channel HTS with 100,875 compounds. Binary Classification. Given a drug SMILES string, predict its activity (active/inactive) in a high-throughput screening assay against a specified biological target. (1) The molecule is o1c2c(n(c(c2)C(=O)NCc2c(OC)c(OC)ccc2)C)c2c1cccc2. The result is 0 (inactive). (2) The compound is S(=O)(=O)(n1nnc2c1cccc2)c1c2c(ccc1)cccc2. The result is 0 (inactive). (3) The compound is O1c2c(OCC1)ccc(Nc1n3c(nc1c1ccccc1)cncc3)c2. The result is 0 (inactive).